This data is from Full USPTO retrosynthesis dataset with 1.9M reactions from patents (1976-2016). The task is: Predict the reactants needed to synthesize the given product. Given the product [Cl:1][C:2]1[CH:7]=[CH:6][C:5]([CH:8]2[C:9]3[C:24]([CH2:25][CH3:26])=[N:33][N:32]([CH:29]4[CH2:31][CH2:30]4)[C:10]=3[C:11](=[O:22])[N:12]2[C:13]2[CH:18]=[C:17]([CH3:19])[C:16](=[O:20])[N:15]([CH3:21])[CH:14]=2)=[CH:4][CH:3]=1, predict the reactants needed to synthesize it. The reactants are: [Cl:1][C:2]1[CH:7]=[CH:6][C:5]([CH:8]2[N:12]([C:13]3[CH:18]=[C:17]([CH3:19])[C:16](=[O:20])[N:15]([CH3:21])[CH:14]=3)[C:11](=[O:22])[C:10](=O)[CH:9]2[C:24](=O)[CH2:25][CH3:26])=[CH:4][CH:3]=1.Cl.[CH:29]1([NH:32][NH2:33])[CH2:31][CH2:30]1.